This data is from Catalyst prediction with 721,799 reactions and 888 catalyst types from USPTO. The task is: Predict which catalyst facilitates the given reaction. Reactant: CN(C(ON1N=N[C:11]2[CH:12]=[CH:13][CH:14]=[N:15][C:10]1=2)=[N+](C)C)C.F[P-](F)(F)(F)(F)F.C(N(C(C)C)CC)(C)C.[F:34][C:35]1[CH:40]=[CH:39][CH:38]=[CH:37][C:36]=1[C:41]1[CH:42]=[N:43][C:44]([N:47]2[C:55]3[C:50](=[CH:51][CH:52]=[C:53]([C:56]([OH:58])=O)[CH:54]=3)[C:49]([S:59]([CH3:61])=[O:60])=[CH:48]2)=[N:45][CH:46]=1.[CH3:62][O:63][CH2:64][C@@H]1CCCN1. Product: [F:34][C:35]1[CH:40]=[CH:39][CH:38]=[CH:37][C:36]=1[C:41]1[CH:46]=[N:45][C:44]([N:47]2[C:55]3[C:50](=[CH:51][CH:52]=[C:53]([C:56]([N:15]4[CH2:14][CH2:13][CH2:12][C@H:10]4[CH2:11][CH2:62][O:63][CH3:64])=[O:58])[CH:54]=3)[C:49]([S:59]([CH3:61])=[O:60])=[CH:48]2)=[N:43][CH:42]=1. The catalyst class is: 3.